The task is: Predict the product of the given reaction.. This data is from Forward reaction prediction with 1.9M reactions from USPTO patents (1976-2016). (1) Given the reactants [Cl:1][C:2]1[CH:3]=[CH:4][C:5]([O:25][CH3:26])=[C:6]([C@@:8]2([F:24])[C:16]3[C:11](=[CH:12][C:13]([C:17]([F:20])([F:19])[F:18])=[CH:14][CH:15]=3)[N:10]([CH2:21][OH:22])[C:9]2=[O:23])[CH:7]=1.C(N(CC)CC)C.Cl[C:35]([O:37][C:38]1[CH:43]=[CH:42][C:41]([N+:44]([O-:46])=[O:45])=[CH:40][CH:39]=1)=[O:36], predict the reaction product. The product is: [N+:44]([C:41]1[CH:40]=[CH:39][C:38]([O:37][C:35](=[O:36])[O:22][CH2:21][N:10]2[C:11]3[C:16](=[CH:15][CH:14]=[C:13]([C:17]([F:20])([F:18])[F:19])[CH:12]=3)[C:8]([C:6]3[CH:7]=[C:2]([Cl:1])[CH:3]=[CH:4][C:5]=3[O:25][CH3:26])([F:24])[C:9]2=[O:23])=[CH:43][CH:42]=1)([O-:46])=[O:45]. (2) Given the reactants [Cl:1][C:2]1[CH:3]=[CH:4][C:5]([C:10]2[O:14][N:13]=[C:12]([CH3:15])[N:11]=2)=[C:6]([CH2:8][OH:9])[CH:7]=1, predict the reaction product. The product is: [Cl:1][C:2]1[CH:3]=[CH:4][C:5]([C:10]2[O:14][N:13]=[C:12]([CH3:15])[N:11]=2)=[C:6]([CH:7]=1)[CH:8]=[O:9]. (3) Given the reactants N[C:2]1[CH:11]=[CH:10][CH:9]=[C:8]2[C:3]=1[CH:4]=[CH:5][CH:6]=[C:7]2[O:12][CH3:13].C1COCC1.[H+].[B-](F)(F)(F)[F:21].N([O-])=O.[Na+], predict the reaction product. The product is: [F:21][C:2]1[CH:11]=[CH:10][CH:9]=[C:8]2[C:3]=1[CH:4]=[CH:5][CH:6]=[C:7]2[O:12][CH3:13]. (4) Given the reactants O.[CH3:2][C:3]1[C:4]([CH2:22][S:23][C:24]2[NH:28][C:27]3[CH:29]=[CH:30][CH:31]=[CH:32][C:26]=3[N:25]=2)=[N:5][CH:6]=[CH:7][C:8]=1[O:9][CH2:10][CH:11]1[CH2:16][O:15][C:14]2([CH2:21][CH2:20][O:19][CH2:18][CH2:17]2)[O:13][CH2:12]1.C(N(CC)C(C)C)(C)C.[O-]O.C1(C(C)C)C=CC=CC=1.C(=O)([O-])[OH:54].[Na+], predict the reaction product. The product is: [CH3:2][C:3]1[C:4]([CH2:22][S:23]([C:24]2[NH:25][C:26]3[CH:32]=[CH:31][CH:30]=[CH:29][C:27]=3[N:28]=2)=[O:54])=[N:5][CH:6]=[CH:7][C:8]=1[O:9][CH2:10][CH:11]1[CH2:16][O:15][C:14]2([CH2:17][CH2:18][O:19][CH2:20][CH2:21]2)[O:13][CH2:12]1. (5) Given the reactants [Cl:1][C:2]1[CH:10]=[C:9]([I:11])[C:5]2[O:6][CH2:7][O:8][C:4]=2[C:3]=1[NH:12][C:13]1[C:22]2[C:17](=[CH:18][C:19]([O:25][CH2:26][CH2:27][CH2:28]Cl)=[C:20]([O:23][CH3:24])[CH:21]=2)[N:16]=[CH:15][N:14]=1.[CH3:30][C@H:31]1[O:36][C@@H:35]([CH3:37])[CH2:34][NH:33][CH2:32]1, predict the reaction product. The product is: [Cl:1][C:2]1[CH:10]=[C:9]([I:11])[C:5]2[O:6][CH2:7][O:8][C:4]=2[C:3]=1[NH:12][C:13]1[C:22]2[C:17](=[CH:18][C:19]([O:25][CH2:26][CH2:27][CH2:28][N:33]3[CH2:32][C@H:31]([CH3:30])[O:36][C@H:35]([CH3:37])[CH2:34]3)=[C:20]([O:23][CH3:24])[CH:21]=2)[N:16]=[CH:15][N:14]=1. (6) Given the reactants [CH3:1][C:2]1[C:11]([NH:12][C@H:13]2[CH2:18][CH2:17][CH2:16][NH:15][CH2:14]2)=[N:10][C:9]2[C:4](=[CH:5][CH:6]=[CH:7][C:8]=2[C:19]2[NH:27][C:26]3[CH2:25][CH2:24][NH:23][C:22](=[O:28])[C:21]=3[CH:20]=2)[N:3]=1.[CH3:29][C:30](OC(C)=O)=[O:31], predict the reaction product. The product is: [C:30]([N:15]1[CH2:16][CH2:17][CH2:18][C@H:13]([NH:12][C:11]2[C:2]([CH3:1])=[N:3][C:4]3[C:9]([N:10]=2)=[C:8]([C:19]2[NH:27][C:26]4[CH2:25][CH2:24][NH:23][C:22](=[O:28])[C:21]=4[CH:20]=2)[CH:7]=[CH:6][CH:5]=3)[CH2:14]1)(=[O:31])[CH3:29].